Dataset: NCI-60 drug combinations with 297,098 pairs across 59 cell lines. Task: Regression. Given two drug SMILES strings and cell line genomic features, predict the synergy score measuring deviation from expected non-interaction effect. (1) Synergy scores: CSS=89.0, Synergy_ZIP=4.96, Synergy_Bliss=4.80, Synergy_Loewe=3.37, Synergy_HSA=7.04. Drug 1: COC1=CC(=CC(=C1O)OC)C2C3C(COC3=O)C(C4=CC5=C(C=C24)OCO5)OC6C(C(C7C(O6)COC(O7)C8=CC=CS8)O)O. Drug 2: C1CN(CCN1C(=O)CCBr)C(=O)CCBr. Cell line: SR. (2) Drug 1: C1C(C(OC1N2C=C(C(=O)NC2=O)F)CO)O. Drug 2: CCN(CC)CCNC(=O)C1=C(NC(=C1C)C=C2C3=C(C=CC(=C3)F)NC2=O)C. Cell line: T-47D. Synergy scores: CSS=-0.479, Synergy_ZIP=3.75, Synergy_Bliss=7.81, Synergy_Loewe=2.56, Synergy_HSA=1.63. (3) Drug 1: CC12CCC(CC1=CCC3C2CCC4(C3CC=C4C5=CN=CC=C5)C)O. Drug 2: CCC1(CC2CC(C3=C(CCN(C2)C1)C4=CC=CC=C4N3)(C5=C(C=C6C(=C5)C78CCN9C7C(C=CC9)(C(C(C8N6C=O)(C(=O)OC)O)OC(=O)C)CC)OC)C(=O)OC)O.OS(=O)(=O)O. Cell line: A498. Synergy scores: CSS=8.55, Synergy_ZIP=2.06, Synergy_Bliss=8.68, Synergy_Loewe=-2.02, Synergy_HSA=5.56.